From a dataset of NCI-60 drug combinations with 297,098 pairs across 59 cell lines. Regression. Given two drug SMILES strings and cell line genomic features, predict the synergy score measuring deviation from expected non-interaction effect. (1) Drug 1: C1=CC(=CC=C1CCC2=CNC3=C2C(=O)NC(=N3)N)C(=O)NC(CCC(=O)O)C(=O)O. Drug 2: CC1=CC2C(CCC3(C2CCC3(C(=O)C)OC(=O)C)C)C4(C1=CC(=O)CC4)C. Cell line: M14. Synergy scores: CSS=18.9, Synergy_ZIP=1.78, Synergy_Bliss=-0.00615, Synergy_Loewe=-20.1, Synergy_HSA=-2.15. (2) Drug 1: CC(C)(C#N)C1=CC(=CC(=C1)CN2C=NC=N2)C(C)(C)C#N. Drug 2: C(CN)CNCCSP(=O)(O)O. Cell line: CCRF-CEM. Synergy scores: CSS=-8.96, Synergy_ZIP=4.76, Synergy_Bliss=0.0782, Synergy_Loewe=-7.03, Synergy_HSA=-7.64.